Dataset: Full USPTO retrosynthesis dataset with 1.9M reactions from patents (1976-2016). Task: Predict the reactants needed to synthesize the given product. (1) Given the product [Cl:13][C:14]1[C:19]([NH:20][S:21]([C:24]2[CH:29]=[CH:28][C:27]([F:30])=[CH:26][CH:25]=2)(=[O:23])=[O:22])=[CH:18][C:17]([C:2]2[CH:11]=[C:10]3[C:5](=[CH:4][CH:3]=2)[N:6]=[CH:7][C:8]([Cl:12])=[N:9]3)=[CH:16][N:15]=1, predict the reactants needed to synthesize it. The reactants are: Br[C:2]1[CH:11]=[C:10]2[C:5]([N:6]=[CH:7][C:8]([Cl:12])=[N:9]2)=[CH:4][CH:3]=1.[Cl:13][C:14]1[C:19]([NH:20][S:21]([C:24]2[CH:29]=[CH:28][C:27]([F:30])=[CH:26][CH:25]=2)(=[O:23])=[O:22])=[CH:18][C:17](B2OC(C)(C)C(C)(C)O2)=[CH:16][N:15]=1.C(=O)([O-])[O-].[K+].[K+]. (2) Given the product [NH2:11][C:10]1[C:9]([C:14]([NH2:16])=[O:15])=[N:8][N:5]2[CH2:6][CH2:7][N:2]([CH3:1])[C:3](=[O:17])[C:4]=12, predict the reactants needed to synthesize it. The reactants are: [CH3:1][N:2]1[CH2:7][CH2:6][N:5]2[N:8]=[C:9]([C:14]([NH2:16])=[O:15])[C:10]([N+:11]([O-])=O)=[C:4]2[C:3]1=[O:17]. (3) Given the product [N+:17]([C:20]1[CH:27]=[CH:26][C:23]([CH2:24][N:1]2[CH:5]=[N:4][CH:3]=[N:2]2)=[CH:22][CH:21]=1)([O-:19])=[O:18], predict the reactants needed to synthesize it. The reactants are: [NH:1]1[CH:5]=[N:4][CH:3]=[N:2]1.C(=O)([O-])[O-].[K+].[K+].CN(C=O)C.[N+:17]([C:20]1[CH:27]=[CH:26][C:23]([CH2:24]Br)=[CH:22][CH:21]=1)([O-:19])=[O:18]. (4) Given the product [CH2:1]([O:3][C:4]([C:6]1[CH:15]=[C:14]([O:16][CH2:17][C:18]([N:37]2[CH2:36][CH2:35][N:34]([C:40]([O:42][C:43]([CH3:46])([CH3:45])[CH3:44])=[O:41])[CH2:39][CH2:38]2)=[O:20])[C:13]2[C:8](=[CH:9][C:10]([CH3:21])=[CH:11][CH:12]=2)[N:7]=1)=[O:5])[CH3:2], predict the reactants needed to synthesize it. The reactants are: [CH2:1]([O:3][C:4]([C:6]1[CH:15]=[C:14]([O:16][CH2:17][C:18]([OH:20])=O)[C:13]2[C:8](=[CH:9][C:10]([CH3:21])=[CH:11][CH:12]=2)[N:7]=1)=[O:5])[CH3:2].FC1C(O)=C(F)C(F)=C(F)C=1F.[N:34]1([C:40]([O:42][C:43]([CH3:46])([CH3:45])[CH3:44])=[O:41])[CH2:39][CH2:38][NH:37][CH2:36][CH2:35]1.C(N1CCOCC1)C. (5) Given the product [CH3:1][O:2][C:3](=[O:37])[C@@H:4]([NH:14][C:15]([C:17]1[C:18]([CH2:35][CH3:36])=[N:19][C:20]([NH:24][CH2:25][CH2:26][CH2:27][C:28]2[CH:33]=[CH:32][CH:31]=[C:30]([OH:34])[CH:29]=2)=[N:21][C:22]=1[CH3:23])=[O:16])[CH2:5][NH:6][C:7]([C:53]1[S:52][CH:56]=[CH:38][CH:40]=1)=[O:9], predict the reactants needed to synthesize it. The reactants are: [CH3:1][O:2][C:3](=[O:37])[C@@H:4]([NH:14][C:15]([C:17]1[C:18]([CH2:35][CH3:36])=[N:19][C:20]([NH:24][CH2:25][CH2:26][CH2:27][C:28]2[CH:33]=[CH:32][CH:31]=[C:30]([OH:34])[CH:29]=2)=[N:21][C:22]=1[CH3:23])=[O:16])[CH2:5][NH:6][C:7]([O:9]C(C)(C)C)=O.[C:38](O)([C:40](F)(F)F)=O.C(N(CC)CC)C.[S:52]1[CH:56]=CC=[C:53]1C(O)=O.CN(C(ON1N=NC2C=CC=CC1=2)=[N+](C)C)C.F[P-](F)(F)(F)(F)F.C1C=CC2N(O)N=NC=2C=1.